This data is from Full USPTO retrosynthesis dataset with 1.9M reactions from patents (1976-2016). The task is: Predict the reactants needed to synthesize the given product. (1) Given the product [CH3:17][C:16]1[O:15][N:14]=[C:13]([C:18]2[CH:23]=[CH:22][N:21]=[CH:20][N:19]=2)[C:12]=1[CH2:11][O:10][C:7]1[CH:8]=[CH:9][C:4]([C:3]([OH:24])=[O:2])=[CH:5][N:6]=1, predict the reactants needed to synthesize it. The reactants are: C[O:2][C:3](=[O:24])[C:4]1[CH:9]=[CH:8][C:7]([O:10][CH2:11][C:12]2[C:13]([C:18]3[CH:23]=[CH:22][N:21]=[CH:20][N:19]=3)=[N:14][O:15][C:16]=2[CH3:17])=[N:6][CH:5]=1.COC(=O)C1C=CC(OCC2C(C3C=CC=CN=3)=NOC=2C)=NC=1. (2) Given the product [CH2:16]([C:12]1[C:11]([C:18]#[C:19][C:20]2[CH:21]=[N:22][C:23]([NH:26][CH3:31])=[CH:24][CH:25]=2)=[C:10]([C:7]2[CH:8]=[CH:9][C:4]([C:3]([OH:2])=[O:28])=[C:5]([F:27])[CH:6]=2)[CH:15]=[CH:14][N:13]=1)[CH3:17], predict the reactants needed to synthesize it. The reactants are: C[O:2][C:3](=[O:28])[C:4]1[CH:9]=[CH:8][C:7]([C:10]2[CH:15]=[CH:14][N:13]=[C:12]([CH2:16][CH3:17])[C:11]=2[C:18]#[C:19][C:20]2[CH:21]=[N:22][C:23]([NH2:26])=[CH:24][CH:25]=2)=[CH:6][C:5]=1[F:27].[OH-].[Na+].[CH2:31]1COCC1. (3) Given the product [Cl:17][C:18]1[S:22][C:21]([S:23]([NH2:12])(=[O:25])=[O:24])=[C:20]([CH:2]([CH2:3][OH:4])[CH2:5][C:6]([F:9])([F:8])[F:7])[CH:19]=1, predict the reactants needed to synthesize it. The reactants are: N[CH:2]([CH2:5][C:6]([F:9])([F:8])[F:7])[CH2:3][OH:4].CC[N:12](CC)CC.[Cl:17][C:18]1[S:22][C:21]([S:23](Cl)(=[O:25])=[O:24])=[CH:20][CH:19]=1. (4) Given the product [CH2:6]([O:13][C:14]([N:16]1[CH2:21][CH2:20][C:19](=[CH2:2])[CH2:18][CH2:17]1)=[O:15])[C:7]1[CH:12]=[CH:11][CH:10]=[CH:9][CH:8]=1, predict the reactants needed to synthesize it. The reactants are: [Li][CH2:2]CCC.[CH2:6]([O:13][C:14]([N:16]1[CH2:21][CH2:20][C:19](=O)[CH2:18][CH2:17]1)=[O:15])[C:7]1[CH:12]=[CH:11][CH:10]=[CH:9][CH:8]=1. (5) Given the product [CH2:37]([O:43][C:11](=[O:12])[C@@:10]([CH2:14][OH:15])([CH3:22])[CH2:9][C@H:8]([NH:23][C:24]([C:26]1[N:27]=[N:28][NH:29][CH:30]=1)=[O:25])[CH2:7][C:4]1[CH:3]=[CH:2][C:1]([C:31]2[CH:36]=[CH:35][CH:34]=[CH:33][CH:32]=2)=[CH:6][CH:5]=1)[CH2:38][CH2:39][CH2:40][CH2:41][CH3:42], predict the reactants needed to synthesize it. The reactants are: [C:1]1([C:31]2[CH:36]=[CH:35][CH:34]=[CH:33][CH:32]=2)[CH:6]=[CH:5][C:4]([CH2:7][C@@H:8]([NH:23][C:24]([C:26]2[N:27]=[N:28][NH:29][CH:30]=2)=[O:25])[CH2:9][C@@:10]([CH3:22])([CH2:14][O:15]C2CCCCO2)[C:11](O)=[O:12])=[CH:3][CH:2]=1.[CH2:37]([OH:43])[CH2:38][CH2:39][CH2:40][CH2:41][CH3:42].Cl.O1CCOCC1. (6) Given the product [C:16]([CH2:2][C:3]1([OH:1])[CH2:8][CH2:7][N:6]([C:9]([O:11][C:12]([CH3:15])([CH3:14])[CH3:13])=[O:10])[CH2:5][CH2:4]1)#[N:17], predict the reactants needed to synthesize it. The reactants are: [O:1]1[C:3]2([CH2:8][CH2:7][N:6]([C:9]([O:11][C:12]([CH3:15])([CH3:14])[CH3:13])=[O:10])[CH2:5][CH2:4]2)[CH2:2]1.[C-:16]#[N:17].[K+].